From a dataset of Catalyst prediction with 721,799 reactions and 888 catalyst types from USPTO. Predict which catalyst facilitates the given reaction. (1) Reactant: [F:1][C:2]([F:25])([F:24])[C:3]1[CH:8]=[CH:7][C:6]([C:9]2[O:10][C:11]3[C:16]([C:17](=[O:21])[C:18]=2[O:19]C)=[C:15]([OH:22])[CH:14]=[C:13]([OH:23])[CH:12]=3)=[CH:5][CH:4]=1.B(Br)(Br)Br. Product: [F:25][C:2]([F:1])([F:24])[C:3]1[CH:4]=[CH:5][C:6]([C:9]2[O:10][C:11]3[C:16]([C:17](=[O:21])[C:18]=2[OH:19])=[C:15]([OH:22])[CH:14]=[C:13]([OH:23])[CH:12]=3)=[CH:7][CH:8]=1. The catalyst class is: 4. (2) Reactant: [C:1]1([C:7]2[S:11][C:10]([NH:12][C:13]([NH:15]C(=O)C(Cl)(Cl)Cl)=[O:14])=[C:9]([C:22]([NH:24][C@H:25]3[CH2:31][CH2:30][CH2:29][CH2:28][N:27]([C:32]([O:34][C:35]([CH3:38])([CH3:37])[CH3:36])=[O:33])[CH2:26]3)=[O:23])[CH:8]=2)[CH:6]=[CH:5][CH:4]=[CH:3][CH:2]=1.N. Product: [NH2:15][C:13]([NH:12][C:10]1[S:11][C:7]([C:1]2[CH:2]=[CH:3][CH:4]=[CH:5][CH:6]=2)=[CH:8][C:9]=1[C:22]([NH:24][C@H:25]1[CH2:31][CH2:30][CH2:29][CH2:28][N:27]([C:32]([O:34][C:35]([CH3:36])([CH3:37])[CH3:38])=[O:33])[CH2:26]1)=[O:23])=[O:14]. The catalyst class is: 5. (3) Reactant: [F:1][C:2]1[CH:7]=[C:6]([F:8])[C:5]([F:9])=[CH:4][C:3]=1[C:10]1[CH:15]=[CH:14][C:13]([OH:16])=[CH:12][CH:11]=1.Br[CH2:18][C:19]1[CH:20]=[CH:21][C:22]2[O:26][N:25]([C:27]([C:40]3[CH:45]=[CH:44][CH:43]=[CH:42][CH:41]=3)([C:34]3[CH:39]=[CH:38][CH:37]=[CH:36][CH:35]=3)[C:28]3[CH:33]=[CH:32][CH:31]=[CH:30][CH:29]=3)[C:24](=[O:46])[C:23]=2[CH:47]=1.C(=O)([O-])[O-].[K+].[K+]. Product: [F:1][C:2]1[CH:7]=[C:6]([F:8])[C:5]([F:9])=[CH:4][C:3]=1[C:10]1[CH:11]=[CH:12][C:13]([O:16][CH2:18][C:19]2[CH:20]=[CH:21][C:22]3[O:26][N:25]([C:27]([C:34]4[CH:35]=[CH:36][CH:37]=[CH:38][CH:39]=4)([C:40]4[CH:45]=[CH:44][CH:43]=[CH:42][CH:41]=4)[C:28]4[CH:33]=[CH:32][CH:31]=[CH:30][CH:29]=4)[C:24](=[O:46])[C:23]=3[CH:47]=2)=[CH:14][CH:15]=1. The catalyst class is: 21. (4) Reactant: [Cl:1][C:2]1[C:3]([O:11][CH2:12][C:13]([F:16])([F:15])[F:14])=[CH:4][C:5]([C:8]([OH:10])=O)=[N:6][CH:7]=1.CCN(C(C)C)C(C)C.[NH2:26][C@@H:27]([C:32]([CH3:35])([CH3:34])[CH3:33])[C:28]([NH:30][CH3:31])=[O:29]. Product: [CH3:33][C:32]([CH3:35])([CH3:34])[C@H:27]([NH:26][C:8]([C:5]1[CH:4]=[C:3]([O:11][CH2:12][C:13]([F:16])([F:15])[F:14])[C:2]([Cl:1])=[CH:7][N:6]=1)=[O:10])[C:28](=[O:29])[NH:30][CH3:31]. The catalyst class is: 3. (5) Reactant: [Cl:1][C:2]1[CH:24]=[CH:23][C:22]([Cl:25])=[CH:21][C:3]=1[O:4][C:5]1[CH:10]=[CH:9][C:8]([NH:11][C:12]2[S:16][N:15]=[C:14]([OH:17])[C:13]=2[C:18]#[N:19])=[CH:7][C:6]=1[F:20].[CH:26]([NH2:29])([CH3:28])[CH3:27]. Product: [Cl:1][C:2]1[CH:24]=[CH:23][C:22]([Cl:25])=[CH:21][C:3]=1[O:4][C:5]1[CH:10]=[CH:9][C:8]([NH:11][C:12]2[S:16][N:15]=[C:14]([OH:17])[C:13]=2[C:18]([NH:29][CH:26]([CH3:28])[CH3:27])=[NH:19])=[CH:7][C:6]=1[F:20]. The catalyst class is: 8.